This data is from TCR-epitope binding with 47,182 pairs between 192 epitopes and 23,139 TCRs. The task is: Binary Classification. Given a T-cell receptor sequence (or CDR3 region) and an epitope sequence, predict whether binding occurs between them. (1) The epitope is LQPFPQPELPYPQPQ. The TCR CDR3 sequence is CASSLGGSTDTQYF. Result: 1 (the TCR binds to the epitope). (2) The epitope is ILGLPTQTV. The TCR CDR3 sequence is CASSSPGQQETQYF. Result: 0 (the TCR does not bind to the epitope). (3) The epitope is GILGFVFTL. The TCR CDR3 sequence is CASSMRSSHEQYF. Result: 1 (the TCR binds to the epitope). (4) The epitope is RLRAEAQVK. The TCR CDR3 sequence is CASSWGQSISGVFNNEQFF. Result: 1 (the TCR binds to the epitope). (5) The TCR CDR3 sequence is CASSWSGGQRGYTF. Result: 1 (the TCR binds to the epitope). The epitope is KAFSPEVIPMF.